Dataset: Catalyst prediction with 721,799 reactions and 888 catalyst types from USPTO. Task: Predict which catalyst facilitates the given reaction. (1) Reactant: ClCl.[CH2:3]([O:5][C:6](=[O:14])[C:7]([S:10]C(=O)C)([CH3:9])[CH3:8])[CH3:4].C([N:18]([CH2:22][CH3:23])[CH:19](C)C)(C)C.N1CCC1.[OH2:28]. Product: [CH2:3]([O:5][C:6](=[O:14])[C:7]([S:10]([N:18]1[CH2:19][CH2:23][CH2:22]1)=[O:28])([CH3:8])[CH3:9])[CH3:4]. The catalyst class is: 2. (2) The catalyst class is: 117. Reactant: [Cl:1][C:2]1[N:7]=[CH:6][C:5]([C:8]([OH:10])=[O:9])=[C:4](I)[CH:3]=1.[F:12][C:13]([F:24])([F:23])[C:14]1[N:19]=[CH:18][C:17](B(O)O)=[CH:16][CH:15]=1.C(=O)([O-])[O-].[K+].[K+]. Product: [Cl:1][C:2]1[N:7]=[CH:6][C:5]([C:8]([OH:10])=[O:9])=[C:4]([C:17]2[CH:18]=[N:19][C:14]([C:13]([F:24])([F:23])[F:12])=[CH:15][CH:16]=2)[CH:3]=1.